Dataset: Reaction yield outcomes from USPTO patents with 853,638 reactions. Task: Predict the reaction yield, written as a fraction of the theoretical maximum amount of product (1.0 means a 100% yield; for example, 0.34 means a 34% yield). (1) The catalyst is O. The product is [CH3:33][N:34]([CH3:35])[C:36]1[CH:7]=[C:4]([CH:3]=[CH:2][C:9]=1[N:10]1[C:14]2=[N:15][CH:16]=[CH:17][C:18]([Cl:19])=[C:13]2[C:12]([CH:20]([CH3:22])[CH3:21])=[N:11]1)[C:5]#[N:6]. The reactants are N[C:2]1[CH:3]=[C:4]([CH:7]=C[C:9]=1[N:10]1[C:14]2=[N:15][CH:16]=[CH:17][C:18]([Cl:19])=[C:13]2[C:12]([CH:20]([CH3:22])[CH3:21])=[N:11]1)[C:5]#[N:6].IC.[H-].[Na+].C(OCC)(=O)C.[CH3:33][N:34]([CH:36]=O)[CH3:35]. The yield is 0.120. (2) The reactants are [C:1]([O:5][C:6]([C:8]1[CH:42]=[CH:41][CH:40]=[CH:39][C:9]=1[CH2:10][N:11]1[C:15](=[O:16])[C:14]2([CH2:21][CH2:20][N:19](C(OCC3C=CC=CC=3)=O)[CH2:18][CH2:17]2)[N:13]([C:32]2[CH:37]=[CH:36][C:35]([F:38])=[CH:34][CH:33]=2)[CH2:12]1)=[O:7])([CH3:4])([CH3:3])[CH3:2]. The catalyst is CO.[Pd]. The product is [F:38][C:35]1[CH:36]=[CH:37][C:32]([N:13]2[C:14]3([CH2:17][CH2:18][NH:19][CH2:20][CH2:21]3)[C:15](=[O:16])[N:11]([CH2:10][C:9]3[CH:39]=[CH:40][CH:41]=[CH:42][C:8]=3[C:6]([O:5][C:1]([CH3:4])([CH3:2])[CH3:3])=[O:7])[CH2:12]2)=[CH:33][CH:34]=1. The yield is 0.960. (3) The reactants are [C:1]1([C@H:7]2[C@H:16]3[CH2:17][CH2:18][N:19]([C:20]([C@H:22]4[CH2:27][CH2:26][CH2:25][CH2:24][C@H:23]4[NH:28][C:29]([C:31]4[CH:40]=[CH:39][C:34]([C:35]([O:37]C)=[O:36])=[CH:33][CH:32]=4)=[O:30])=[O:21])[C@H:15]3[C:14]3[CH:13]=[CH:12][CH:11]=[CH:10][C:9]=3[NH:8]2)[CH:6]=[CH:5][CH:4]=[CH:3][CH:2]=1.[OH-].[Na+].Cl. The catalyst is O1CCCC1.CO. The product is [C:1]1([C@H:7]2[C@H:16]3[CH2:17][CH2:18][N:19]([C:20]([C@H:22]4[CH2:27][CH2:26][CH2:25][CH2:24][C@H:23]4[NH:28][C:29]([C:31]4[CH:40]=[CH:39][C:34]([C:35]([OH:37])=[O:36])=[CH:33][CH:32]=4)=[O:30])=[O:21])[C@H:15]3[C:14]3[CH:13]=[CH:12][CH:11]=[CH:10][C:9]=3[NH:8]2)[CH:2]=[CH:3][CH:4]=[CH:5][CH:6]=1. The yield is 0.680. (4) The reactants are C[O:2][C:3](=[O:20])[C:4]1[CH:9]=[C:8]([N:10]([S:12]([CH3:15])(=[O:14])=[O:13])[CH3:11])[N:7]=[C:6]([NH:16][CH:17]2[CH2:19][CH2:18]2)[CH:5]=1.[OH-].[Na+].Cl. The catalyst is CO. The product is [CH:17]1([NH:16][C:6]2[CH:5]=[C:4]([CH:9]=[C:8]([N:10]([S:12]([CH3:15])(=[O:13])=[O:14])[CH3:11])[N:7]=2)[C:3]([OH:20])=[O:2])[CH2:19][CH2:18]1. The yield is 0.910.